Task: Regression. Given a peptide amino acid sequence and an MHC pseudo amino acid sequence, predict their binding affinity value. This is MHC class II binding data.. Dataset: Peptide-MHC class II binding affinity with 134,281 pairs from IEDB (1) The peptide sequence is NTFTNLAVQLVRMMEGEGV. The MHC is DRB1_1101 with pseudo-sequence DRB1_1101. The binding affinity (normalized) is 0. (2) The peptide sequence is RLIHSLSNVKNQSLG. The MHC is DRB1_0404 with pseudo-sequence DRB1_0404. The binding affinity (normalized) is 0.561. (3) The peptide sequence is ATFEAMYLGTCKTLT. The binding affinity (normalized) is 0.492. The MHC is DRB1_1101 with pseudo-sequence DRB1_1101.